This data is from Peptide-MHC class I binding affinity with 185,985 pairs from IEDB/IMGT. The task is: Regression. Given a peptide amino acid sequence and an MHC pseudo amino acid sequence, predict their binding affinity value. This is MHC class I binding data. The peptide sequence is ELYPTVNTY. The MHC is HLA-B15:01 with pseudo-sequence HLA-B15:01. The binding affinity (normalized) is 0.498.